Dataset: Reaction yield outcomes from USPTO patents with 853,638 reactions. Task: Predict the reaction yield, written as a fraction of the theoretical maximum amount of product (1.0 means a 100% yield; for example, 0.34 means a 34% yield). (1) The reactants are Br[C:2]1[C:7](=[O:8])[N:6]([CH2:9][C:10]2[CH:15]=[CH:14][C:13]([C:16]3[C:17]([C:22]#[N:23])=[CH:18][CH:19]=[CH:20][CH:21]=3)=[CH:12][CH:11]=2)[C:5]([CH2:24][CH2:25][CH3:26])=[N:4][C:3]=1[CH3:27].[C:28]1([OH:34])[CH:33]=[CH:32][CH:31]=[CH:30][CH:29]=1.[OH-].[K+].CS(C)=O. The catalyst is C(OCC)(=O)C. The product is [CH3:27][C:3]1[N:4]=[C:5]([CH2:24][CH2:25][CH3:26])[N:6]([CH2:9][C:10]2[CH:15]=[CH:14][C:13]([C:16]3[C:17]([C:22]#[N:23])=[CH:18][CH:19]=[CH:20][CH:21]=3)=[CH:12][CH:11]=2)[C:7](=[O:8])[C:2]=1[O:34][C:28]1[CH:33]=[CH:32][CH:31]=[CH:30][CH:29]=1. The yield is 0.130. (2) The reactants are [F:1][C:2]1[CH:7]=[C:6]([CH3:8])[C:5]([N+:9]([O-])=O)=[CH:4][C:3]=1[N+:12]([O-])=O. The catalyst is CO.[Pd]. The product is [F:1][C:2]1[CH:7]=[C:6]([CH3:8])[C:5]([NH2:9])=[CH:4][C:3]=1[NH2:12]. The yield is 0.870. (3) The reactants are FC(F)(F)S(O[C:7]1[CH:12]=[CH:11][C:10]([N:13]2[C:19](=[O:20])[C:18]3[C:21]([NH2:25])=[N:22][CH:23]=[N:24][C:17]=3[O:16][C@H:15]([CH3:26])[CH2:14]2)=[CH:9][CH:8]=1)(=O)=O.[Cl:29][C:30]1[CH:35]=[CH:34][CH:33]=[CH:32][C:31]=1B(O)O.P([O-])([O-])([O-])=O.[K+].[K+].[K+].CO. The catalyst is COCCOC.Cl[Pd]Cl.C1(P(C2C=CC=CC=2)[C-]2C=CC=C2)C=CC=CC=1.[C-]1(P(C2C=CC=CC=2)C2C=CC=CC=2)C=CC=C1.[Fe+2].O. The product is [NH2:25][C:21]1[C:18]2[C:19](=[O:20])[N:13]([C:10]3[CH:11]=[CH:12][C:7]([C:31]4[CH:32]=[CH:33][CH:34]=[CH:35][C:30]=4[Cl:29])=[CH:8][CH:9]=3)[CH2:14][C@@H:15]([CH3:26])[O:16][C:17]=2[N:24]=[CH:23][N:22]=1. The yield is 0.544. (4) The reactants are ClC1C=CC(C(=C2CCN(S(C3C(C)=NNC=3C)(=O)=O)CC2)C(OC)=O)=CC=1.[CH3:29][C:30]1[C:34]([S:35](Cl)(=[O:37])=[O:36])=[C:33]([CH3:39])[NH:32][N:31]=1.Cl.[Cl:41][C:42]1[CH:47]=[C:46]([Cl:48])[CH:45]=[CH:44][C:43]=1[C:49]([F:56])=[C:50]1[CH2:55][CH2:54][NH:53][CH2:52][CH2:51]1. No catalyst specified. The product is [Cl:41][C:42]1[CH:47]=[C:46]([Cl:48])[CH:45]=[CH:44][C:43]=1[C:49]([F:56])=[C:50]1[CH2:55][CH2:54][N:53]([S:35]([C:34]2[C:33]([CH3:39])=[N:32][NH:31][C:30]=2[CH3:29])(=[O:37])=[O:36])[CH2:52][CH2:51]1. The yield is 0.480. (5) The reactants are [CH2:1]([O:3][C:4]([O:6][CH2:7][N:8]1[N:12]=[C:11]([C:13]([O:15][CH2:16][CH3:17])=[O:14])[C:10]([C:18](=[O:32])[C:19]2[CH:24]=[C:23]([O:25][CH3:26])[C:22]([O:27][CH3:28])=[CH:21][C:20]=2[N+:29]([O-])=O)=[N:9]1)=[O:5])[CH3:2].[H][H]. The catalyst is C(OCC)(=O)C.[OH-].[Pd+2].[OH-]. The product is [NH2:29][C:20]1[CH:21]=[C:22]([O:27][CH3:28])[C:23]([O:25][CH3:26])=[CH:24][C:19]=1[C:18]([C:10]1[C:11]([C:13]([O:15][CH2:16][CH3:17])=[O:14])=[N:12][N:8]([CH2:7][O:6][C:4]([O:3][CH2:1][CH3:2])=[O:5])[N:9]=1)=[O:32]. The yield is 0.950. (6) The reactants are [C:12]([O:11][C:9](O[C:9]([O:11][C:12]([CH3:15])([CH3:14])[CH3:13])=[O:10])=[O:10])([CH3:15])([CH3:14])[CH3:13].[I:16][C:17]1[CH:18]=[CH:19][C:20]2[CH2:21][CH:22]3[CH2:29][NH:28][CH2:27][CH2:26][N:23]3[C:24]=2[CH:25]=1. The catalyst is ClCCl. The product is [C:12]([O:11][C:9]([N:28]1[CH2:27][CH2:26][N:23]2[C:24]3[CH:25]=[C:17]([I:16])[CH:18]=[CH:19][C:20]=3[CH2:21][CH:22]2[CH2:29]1)=[O:10])([CH3:13])([CH3:14])[CH3:15]. The yield is 0.0900. (7) The reactants are [Br:1][C:2]1[CH:3]=[CH:4][C:5]([C:9]2[N:13]([C:14]3[CH:19]=[CH:18][CH:17]=[CH:16][CH:15]=3)[C:12]3[CH:20]=[CH:21][CH:22]=[CH:23][C:11]=3[N:10]=2)=[C:6]([OH:8])[CH:7]=1.C(=O)([O-])[O-].[K+].[K+].[CH2:30](Br)[C:31]1[CH:36]=[CH:35][CH:34]=[CH:33][CH:32]=1.CC(C)=O. The catalyst is C(Cl)Cl. The product is [CH2:30]([O:8][C:6]1[CH:7]=[C:2]([Br:1])[CH:3]=[CH:4][C:5]=1[C:9]1[N:13]([C:14]2[CH:19]=[CH:18][CH:17]=[CH:16][CH:15]=2)[C:12]2[CH:20]=[CH:21][CH:22]=[CH:23][C:11]=2[N:10]=1)[C:31]1[CH:36]=[CH:35][CH:34]=[CH:33][CH:32]=1. The yield is 0.923. (8) The reactants are C(Cl)CCl.[C:5]([C:8]1[CH:9]=[CH:10][C:11]2[NH:17][CH:16]([CH2:18][C:19]([O:21][CH3:22])=[O:20])[C:15](=[O:23])[N:14]([CH2:24][CH2:25][C:26]3[CH:31]=[CH:30][CH:29]=[CH:28][CH:27]=3)[CH2:13][C:12]=2[CH:32]=1)(O)=[O:6].Cl.Cl.[NH2:35][CH2:36][C:37]1[NH:38][C:39]2[CH:45]=[CH:44][CH:43]=[CH:42][C:40]=2[N:41]=1.C1C=CC2N(O)N=NC=2C=1.O.C(N(C(C)C)CC)(C)C. The catalyst is CN(C=O)C. The product is [N:41]1[C:40]2[CH:42]=[CH:43][CH:44]=[CH:45][C:39]=2[NH:38][C:37]=1[CH2:36][NH:35][C:5]([C:8]1[CH:9]=[CH:10][C:11]2[NH:17][CH:16]([CH2:18][C:19]([O:21][CH3:22])=[O:20])[C:15](=[O:23])[N:14]([CH2:24][CH2:25][C:26]3[CH:27]=[CH:28][CH:29]=[CH:30][CH:31]=3)[CH2:13][C:12]=2[CH:32]=1)=[O:6]. The yield is 0.810.